This data is from Full USPTO retrosynthesis dataset with 1.9M reactions from patents (1976-2016). The task is: Predict the reactants needed to synthesize the given product. The reactants are: [CH2:1]([O:10][C:11]1[CH:16]=[CH:15][N:14]=[C:13]([CH2:17][O:18]C(=O)C)[C:12]=1[CH3:22])[CH2:2][CH2:3][CH2:4][CH2:5][CH2:6][CH2:7][CH2:8][CH3:9].[OH-].[Na+]. Given the product [CH2:1]([O:10][C:11]1[CH:16]=[CH:15][N:14]=[C:13]([CH2:17][OH:18])[C:12]=1[CH3:22])[CH2:2][CH2:3][CH2:4][CH2:5][CH2:6][CH2:7][CH2:8][CH3:9], predict the reactants needed to synthesize it.